This data is from Catalyst prediction with 721,799 reactions and 888 catalyst types from USPTO. The task is: Predict which catalyst facilitates the given reaction. (1) Reactant: [CH2:1]([O:8][C:9]([N:11]1[CH2:16][CH2:15][CH:14]([C:17]([OH:19])=O)[CH2:13][CH2:12]1)=[O:10])[C:2]1[CH:7]=[CH:6][CH:5]=[CH:4][CH:3]=1.C(Cl)CCl.Cl.[CH3:25][NH:26][O:27][CH3:28].C(N(CC)CC)C. Product: [CH3:28][O:27][N:26]([CH3:25])[C:17]([CH:14]1[CH2:13][CH2:12][N:11]([C:9]([O:8][CH2:1][C:2]2[CH:3]=[CH:4][CH:5]=[CH:6][CH:7]=2)=[O:10])[CH2:16][CH2:15]1)=[O:19]. The catalyst class is: 143. (2) Product: [CH3:2][N:13]1[N:12]=[N:11][C:10]([C:6]2[CH:7]=[CH:8][CH:9]=[C:4]([CH3:3])[CH:5]=2)=[N:14]1. The catalyst class is: 95. Reactant: I[CH3:2].[CH3:3][C:4]1[CH:5]=[C:6]([C:10]2[NH:14][N:13]=[N:12][N:11]=2)[CH:7]=[CH:8][CH:9]=1.[OH-].[Na+]. (3) Reactant: [CH:1]1([O:7][C:8]2[CH:34]=[CH:33][C:11]([O:12][C:13]3[CH:18]=[CH:17][C:16]([CH2:19][C:20]([NH:22][C:23]4[CH:32]=[CH:31][CH:30]=[CH:29][C:24]=4[C:25]([O:27]C)=[O:26])=[O:21])=[CH:15][CH:14]=3)=[CH:10][CH:9]=2)[CH2:6][CH2:5][CH2:4][CH2:3][CH2:2]1.CO.[OH-].[Li+].Cl. Product: [CH:1]1([O:7][C:8]2[CH:9]=[CH:10][C:11]([O:12][C:13]3[CH:18]=[CH:17][C:16]([CH2:19][C:20]([NH:22][C:23]4[CH:32]=[CH:31][CH:30]=[CH:29][C:24]=4[C:25]([OH:27])=[O:26])=[O:21])=[CH:15][CH:14]=3)=[CH:33][CH:34]=2)[CH2:6][CH2:5][CH2:4][CH2:3][CH2:2]1. The catalyst class is: 1. (4) Reactant: BrN[C:3]1[C:12]2[C:7](=[CH:8][CH:9]=[CH:10][CH:11]=2)[CH:6]=[CH:5][CH:4]=1.C(OC(OC(OC(C)(C)C)=O)=O)(C)(C)C. Product: [CH:11]1[C:12]2[C:7](=[CH:6][CH:5]=[CH:4][CH:3]=2)[CH:8]=[CH:9][CH:10]=1. The catalyst class is: 11. (5) Reactant: [H-].[Na+].[OH:3][CH2:4][CH2:5][C:6]1[N:7]([CH2:11][CH2:12][CH2:13][CH2:14][C:15]2[CH:20]=[CH:19][C:18]([OH:21])=[CH:17][CH:16]=2)[CH:8]=[CH:9][N:10]=1.Cl[CH2:23][C:24]1[N:25]=[C:26]([CH:29]=[CH:30][C:31]2[CH:36]=[CH:35][C:34]([S:37]([F:42])([F:41])([F:40])([F:39])[F:38])=[CH:33][CH:32]=2)[O:27][CH:28]=1.O. Product: [F:40][S:37]([F:38])([F:39])([F:41])([F:42])[C:34]1[CH:35]=[CH:36][C:31](/[CH:30]=[CH:29]/[C:26]2[O:27][CH:28]=[C:24]([CH2:23][O:21][C:18]3[CH:17]=[CH:16][C:15]([CH2:14][CH2:13][CH2:12][CH2:11][N:7]4[CH:8]=[CH:9][N:10]=[C:6]4[CH2:5][CH2:4][OH:3])=[CH:20][CH:19]=3)[N:25]=2)=[CH:32][CH:33]=1. The catalyst class is: 3.